From a dataset of NCI-60 drug combinations with 297,098 pairs across 59 cell lines. Regression. Given two drug SMILES strings and cell line genomic features, predict the synergy score measuring deviation from expected non-interaction effect. (1) Drug 1: CC(C1=C(C=CC(=C1Cl)F)Cl)OC2=C(N=CC(=C2)C3=CN(N=C3)C4CCNCC4)N. Drug 2: CC12CCC3C(C1CCC2OP(=O)(O)O)CCC4=C3C=CC(=C4)OC(=O)N(CCCl)CCCl.[Na+]. Cell line: SNB-19. Synergy scores: CSS=4.92, Synergy_ZIP=-1.33, Synergy_Bliss=0.0416, Synergy_Loewe=-3.87, Synergy_HSA=0.0790. (2) Drug 1: C1=NC2=C(N=C(N=C2N1C3C(C(C(O3)CO)O)F)Cl)N. Drug 2: CN(CCCl)CCCl.Cl. Cell line: CAKI-1. Synergy scores: CSS=21.9, Synergy_ZIP=-8.41, Synergy_Bliss=-2.87, Synergy_Loewe=-7.54, Synergy_HSA=-7.31. (3) Drug 1: CC1=C2C(C(=O)C3(C(CC4C(C3C(C(C2(C)C)(CC1OC(=O)C(C(C5=CC=CC=C5)NC(=O)OC(C)(C)C)O)O)OC(=O)C6=CC=CC=C6)(CO4)OC(=O)C)OC)C)OC. Drug 2: CCCCCOC(=O)NC1=NC(=O)N(C=C1F)C2C(C(C(O2)C)O)O. Cell line: SNB-75. Synergy scores: CSS=28.3, Synergy_ZIP=1.46, Synergy_Bliss=1.64, Synergy_Loewe=-35.2, Synergy_HSA=1.97. (4) Drug 1: C1CCC(C1)C(CC#N)N2C=C(C=N2)C3=C4C=CNC4=NC=N3. Drug 2: COC1=NC(=NC2=C1N=CN2C3C(C(C(O3)CO)O)O)N. Cell line: SNB-19. Synergy scores: CSS=-2.35, Synergy_ZIP=3.72, Synergy_Bliss=3.16, Synergy_Loewe=0.575, Synergy_HSA=-1.43. (5) Drug 1: COC1=CC(=CC(=C1O)OC)C2C3C(COC3=O)C(C4=CC5=C(C=C24)OCO5)OC6C(C(C7C(O6)COC(O7)C8=CC=CS8)O)O. Drug 2: CC1=C(C(=O)C2=C(C1=O)N3CC4C(C3(C2COC(=O)N)OC)N4)N. Cell line: NCI-H460. Synergy scores: CSS=64.0, Synergy_ZIP=-4.73, Synergy_Bliss=-7.21, Synergy_Loewe=-3.26, Synergy_HSA=-1.30.